Task: Predict the product of the given reaction.. Dataset: Forward reaction prediction with 1.9M reactions from USPTO patents (1976-2016) (1) Given the reactants F[C:2]1[CH:9]=[CH:8][C:5]([C:6]#[N:7])=[CH:4][C:3]=1[O:10][CH3:11].[I:12][C:13]1[CH:14]=[CH:15][CH:16]=C(O)[CH:18]=1.[C:20]([O-])([O-])=[O:21].[K+].[K+], predict the reaction product. The product is: [I:12][C:13]1[CH:18]=[C:11]([CH:16]=[CH:15][CH:14]=1)[O:10][C:3]1[CH:4]=[C:5]([CH:8]=[CH:9][C:2]=1[O:21][CH3:20])[C:6]#[N:7]. (2) The product is: [OH:13][CH2:14][CH2:15][O:1][C:2]1[C:7]2[N:8]=[C:9]([NH2:11])[O:10][C:6]=2[CH:5]=[CH:4][CH:3]=1. Given the reactants [OH:1][C:2]1[C:7]2[N:8]=[C:9]([NH2:11])[O:10][C:6]=2[CH:5]=[CH:4][CH:3]=1.C1(=O)O[CH2:15][CH2:14][O:13]1, predict the reaction product.